Dataset: Forward reaction prediction with 1.9M reactions from USPTO patents (1976-2016). Task: Predict the product of the given reaction. (1) Given the reactants [F:1][C:2]1[CH:7]=[C:6]([F:8])[CH:5]=[CH:4][C:3]=1[C:9]1([CH2:12][N:13]2[CH:17]=[CH:16][N:15]=[CH:14]2)[CH2:11][O:10]1.[OH:18][C:19]1[CH:26]=[CH:25][C:22]([CH:23]=[O:24])=[CH:21][CH:20]=1, predict the reaction product. The product is: [F:1][C:2]1[CH:7]=[C:6]([F:8])[CH:5]=[CH:4][C:3]=1[C:9]([OH:10])([CH2:12][N:13]1[CH:17]=[CH:16][N:15]=[CH:14]1)[CH2:11][O:18][C:19]1[CH:26]=[CH:25][C:22]([CH:23]=[O:24])=[CH:21][CH:20]=1. (2) Given the reactants [NH2:1][CH2:2][CH2:3][CH2:4][CH2:5][N:6]1[C:18]2[C:17]3[CH:16]=[CH:15][CH:14]=[CH:13][C:12]=3[N:11]=[C:10]([NH2:19])[C:9]=2[N:8]=[CH:7]1.[C:20]([C:22]1[CH:23]=[C:24]([CH:28]=[CH:29][CH:30]=1)[C:25](Cl)=[O:26])#[N:21], predict the reaction product. The product is: [NH2:19][C:10]1[C:9]2[N:8]=[CH:7][N:6]([CH2:5][CH2:4][CH2:3][CH2:2][NH:1][C:25](=[O:26])[C:24]3[CH:28]=[CH:29][CH:30]=[C:22]([C:20]#[N:21])[CH:23]=3)[C:18]=2[C:17]2[CH:16]=[CH:15][CH:14]=[CH:13][C:12]=2[N:11]=1. (3) The product is: [CH2:1]([N:8]1[CH:12]=[CH:11][N:10]=[C:9]1[CH2:13][C:14]1[C:19]([CH2:20][CH3:21])=[N:24][NH:25][C:15]=1[CH2:16][CH3:17])[C:2]1[CH:7]=[CH:6][CH:5]=[CH:4][CH:3]=1. Given the reactants [CH2:1]([N:8]1[CH:12]=[CH:11][N:10]=[C:9]1[CH2:13][CH:14]([C:19](=O)[CH2:20][CH3:21])[C:15](=O)[CH2:16][CH3:17])[C:2]1[CH:7]=[CH:6][CH:5]=[CH:4][CH:3]=1.O.[NH2:24][NH2:25], predict the reaction product. (4) Given the reactants [Cl:1][C:2]1[CH:25]=[CH:24][C:5]([O:6][CH2:7][C:8]([N:10]2[C:16]3[CH:17]=[CH:18][CH:19]=[CH:20][C:15]=3[CH2:14][N:13]3[CH:21]=[CH:22][CH:23]=[C:12]3[CH2:11]2)=[O:9])=[C:4]([CH3:26])[CH:3]=1.[C:27]1([C:36]2[CH:41]=[CH:40][CH:39]=[CH:38][CH:37]=2)[C:28]([C:33](Cl)=[O:34])=[CH:29][CH:30]=[CH:31][CH:32]=1, predict the reaction product. The product is: [C:27]1([C:36]2[CH:41]=[CH:40][CH:39]=[CH:38][CH:37]=2)[CH:32]=[CH:31][CH:30]=[CH:29][C:28]=1[C:33]([C:21]1[N:13]2[C:12]([CH2:11][N:10]([C:8](=[O:9])[CH2:7][O:6][C:5]3[CH:24]=[CH:25][C:2]([Cl:1])=[CH:3][C:4]=3[CH3:26])[C:16]3[CH:17]=[CH:18][CH:19]=[CH:20][C:15]=3[CH2:14]2)=[CH:23][CH:22]=1)=[O:34]. (5) The product is: [C:24]([O:28][C:29]([N:31]([CH3:71])[C@H:32]([C:36]([NH:38][C@H:39]([C:43]([N:45]([C@@H:47]([C@@H:67]([CH3:70])[CH2:68][CH3:69])[C@H:48]([O:65][CH3:66])[CH2:49][C:50]([N:52]1[CH2:56][CH2:55][CH2:54][C@H:53]1[C@H:57]([O:63][CH3:64])[C@@H:58]([CH3:59])[C:60]([NH:90][C@@H:82]([CH2:83][C:84]1[CH:85]=[CH:86][CH:87]=[CH:88][CH:89]=1)[CH2:81][O:80][CH2:73][C:14]1[CH:13]=[CH:12][CH:11]=[CH:10][CH:15]=1)=[O:61])=[O:51])[CH3:46])=[O:44])[CH:40]([CH3:42])[CH3:41])=[O:37])[CH:33]([CH3:34])[CH3:35])=[O:30])([CH3:25])([CH3:27])[CH3:26]. Given the reactants C(N(CC)C(C)C)(C)C.[CH:10]1[CH:11]=[CH:12][C:13]2N(O)N=N[C:14]=2[CH:15]=1.C(Cl)CCl.[C:24]([O:28][C:29]([N:31]([CH3:71])[C@H:32]([C:36]([NH:38][C@H:39]([C:43]([N:45]([C@@H:47]([C@@H:67]([CH3:70])[CH2:68][CH3:69])[C@H:48]([O:65][CH3:66])[CH2:49][C:50]([N:52]1[CH2:56][CH2:55][CH2:54][C@H:53]1[C@H:57]([O:63][CH3:64])[C@H:58]([C:60](O)=[O:61])[CH3:59])=[O:51])[CH3:46])=[O:44])[CH:40]([CH3:42])[CH3:41])=[O:37])[CH:33]([CH3:35])[CH3:34])=[O:30])([CH3:27])([CH3:26])[CH3:25].Cl.[CH2:73]([O:80][CH2:81][C@@H:82]([NH2:90])[CH2:83][C:84]1[CH:89]=[CH:88][CH:87]=[CH:86][CH:85]=1)C1C=CC=CC=1, predict the reaction product. (6) Given the reactants [Br:1][C:2]1[CH:3]=[C:4]([C:8]2([C:11](OC)=[O:12])[CH2:10][CH2:9]2)[CH:5]=[N:6][CH:7]=1.[H-].C([Al+]CC(C)C)C(C)C.O.S([O-])([O-])(=O)=O.[Mg+2], predict the reaction product. The product is: [Br:1][C:2]1[CH:3]=[C:4]([C:8]2([CH2:11][OH:12])[CH2:9][CH2:10]2)[CH:5]=[N:6][CH:7]=1.